Task: Predict which catalyst facilitates the given reaction.. Dataset: Catalyst prediction with 721,799 reactions and 888 catalyst types from USPTO (1) Reactant: [CH3:1][C:2]1[S:6][C:5]([C:7]2[N:8]=[CH:9][N:10]([C:12]([C:25]3[CH:30]=[CH:29][CH:28]=[CH:27][CH:26]=3)([C:19]3[CH:24]=[CH:23][CH:22]=[CH:21][CH:20]=3)[C:13]3[CH:18]=[CH:17][CH:16]=[CH:15][CH:14]=3)[CH:11]=2)=[CH:4][CH:3]=1.[Li]CCCC.[I:36]I.[NH4+].[Cl-]. Product: [I:36][C:9]1[N:10]([C:12]([C:25]2[CH:30]=[CH:29][CH:28]=[CH:27][CH:26]=2)([C:19]2[CH:20]=[CH:21][CH:22]=[CH:23][CH:24]=2)[C:13]2[CH:18]=[CH:17][CH:16]=[CH:15][CH:14]=2)[CH:11]=[C:7]([C:5]2[S:6][C:2]([CH3:1])=[CH:3][CH:4]=2)[N:8]=1. The catalyst class is: 1. (2) Reactant: [CH2:1]([O:8][C:9]1[C:10]2[CH:30]=[CH:29][CH:28]=[CH:27][C:11]=2[C:12]2[C@H:13]([CH2:25][Cl:26])[CH2:14][N:15](C(OC(C)(C)C)=O)[C:16]=2[CH:17]=1)[C:2]1[CH:7]=[CH:6][CH:5]=[CH:4][CH:3]=1.Cl. Product: [CH2:1]([O:8][C:9]1[C:10]2[CH:30]=[CH:29][CH:28]=[CH:27][C:11]=2[C:12]2[C@H:13]([CH2:25][Cl:26])[CH2:14][NH:15][C:16]=2[CH:17]=1)[C:2]1[CH:3]=[CH:4][CH:5]=[CH:6][CH:7]=1. The catalyst class is: 135. (3) Reactant: FC(F)(F)C(O)=O.[CH2:8]([C:10]1[CH:15]=[CH:14][C:13]([CH:16]2[CH2:21][CH:20]([C:22](=[O:30])[NH:23][C:24]3[CH:29]=[CH:28][CH:27]=[CH:26][CH:25]=3)[CH2:19][N:18]([C:31]([C:33]3([NH:36]C(=O)OC(C)(C)C)[CH2:35][CH2:34]3)=[O:32])[CH2:17]2)=[CH:12][CH:11]=1)[CH3:9]. Product: [NH2:36][C:33]1([C:31]([N:18]2[CH2:17][CH:16]([C:13]3[CH:14]=[CH:15][C:10]([CH2:8][CH3:9])=[CH:11][CH:12]=3)[CH2:21][CH:20]([C:22]([NH:23][C:24]3[CH:29]=[CH:28][CH:27]=[CH:26][CH:25]=3)=[O:30])[CH2:19]2)=[O:32])[CH2:34][CH2:35]1. The catalyst class is: 4.